Dataset: Reaction yield outcomes from USPTO patents with 853,638 reactions. Task: Predict the reaction yield, written as a fraction of the theoretical maximum amount of product (1.0 means a 100% yield; for example, 0.34 means a 34% yield). (1) The reactants are [CH3:1][C:2]1[C:3]([N+:10]([O-:12])=[O:11])=[C:4]([CH:7]=[CH:8][CH:9]=1)[CH2:5][OH:6].CC(OI1(OC(C)=O)(OC(C)=O)OC(=O)C2C=CC=CC1=2)=O. The catalyst is C(#N)C. The product is [CH3:1][C:2]1[C:3]([N+:10]([O-:12])=[O:11])=[C:4]([CH:7]=[CH:8][CH:9]=1)[CH:5]=[O:6]. The yield is 0.980. (2) The reactants are C[O:2][C:3]1[CH2:8][C:7]([CH3:10])([CH3:9])[CH2:6][C:5](=O)[CH:4]=1.[H-].C([Al+]CC(C)C)C(C)C.[Cl-].[NH4+].S([O-])([O-])(=O)=O.[Mg+2]. The catalyst is CCOCC.O.C1(C)C=CC(S(O)(=O)=O)=CC=1.O. The product is [CH3:9][C:7]1([CH3:10])[CH2:8][C:3](=[O:2])[CH:4]=[CH:5][CH2:6]1. The yield is 0.580. (3) The reactants are [Cl:1][C:2]1[CH:3]=[C:4]([CH:11]=[CH:12][C:13]=1[Cl:14])[CH2:5][CH:6]([C:9]#[N:10])[C:7]#[N:8].[H-].[Na+].Br[CH2:18][CH2:19][C:20]([F:23])([F:22])[F:21]. The catalyst is CN(C)C=O. The product is [Cl:1][C:2]1[CH:3]=[C:4]([CH:11]=[CH:12][C:13]=1[Cl:14])[CH2:5][C:6]([CH2:18][CH2:19][C:20]([F:23])([F:22])[F:21])([C:7]#[N:8])[C:9]#[N:10]. The yield is 0.450. (4) The reactants are C(OC([N:8]1[CH2:12][CH2:11][CH:10]([O:13][C:14](=[O:16])[CH3:15])[CH:9]1[CH2:17][C:18]1[C:26]2[C:21](=[CH:22][CH:23]=[CH:24][CH:25]=2)[NH:20][CH:19]=1)=O)(C)(C)C.C(O)(C(F)(F)F)=O. The catalyst is C(Cl)Cl. The product is [NH:20]1[C:21]2[C:26](=[CH:25][CH:24]=[CH:23][CH:22]=2)[C:18]([CH2:17][CH:9]2[CH:10]([O:13][C:14](=[O:16])[CH3:15])[CH2:11][CH2:12][NH:8]2)=[CH:19]1. The yield is 0.950.